Dataset: Reaction yield outcomes from USPTO patents with 853,638 reactions. Task: Predict the reaction yield, written as a fraction of the theoretical maximum amount of product (1.0 means a 100% yield; for example, 0.34 means a 34% yield). (1) The product is [CH3:30][C:29]1[C:24]([C:22]2[N:1]=[C:2]3[NH:6][N:5]([C:7]4[CH:8]=[CH:9][C:10]([C:13]([F:16])([F:14])[F:15])=[CH:11][CH:12]=4)[C:4](=[O:17])[C:3]3=[CH:20][CH:21]=2)=[N:25][CH:26]=[CH:27][CH:28]=1. The yield is 0.230. The reactants are [NH2:1][C:2]1[CH2:3][C:4](=[O:17])[N:5]([C:7]2[CH:12]=[CH:11][C:10]([C:13]([F:16])([F:15])[F:14])=[CH:9][CH:8]=2)[N:6]=1.CN(C)[CH:20]=[CH:21][C:22]([C:24]1[C:29]([CH3:30])=[CH:28][CH:27]=[CH:26][N:25]=1)=O. The catalyst is N1C=CC=CC=1. (2) The reactants are Br[C:2]1[CH:3]=[C:4]([C@@H:9]2[C@:24]3([C:32]4[C:27](=[CH:28][C:29]([Cl:33])=[CH:30][CH:31]=4)[NH:26][C:25]3=[O:34])[C:16]3([CH2:21][CH2:20][C:19]([CH3:23])([CH3:22])[CH2:18][CH2:17]3)[N:15]3[C@H:10]2[C:11](=[O:47])[O:12][C@@H:13]([C:41]2[CH:46]=[CH:45][CH:44]=[CH:43][CH:42]=2)[C@H:14]3[C:35]2[CH:40]=[CH:39][CH:38]=[CH:37][CH:36]=2)[CH:5]=[C:6]([Cl:8])[CH:7]=1.[CH2:48](N(CC)CC)C.[C:55](=[O:58])(O)[O-:56].[Na+]. The catalyst is CS(C)=O.CO. The product is [Cl:8][C:6]1[CH:7]=[C:2]([CH:3]=[C:4]([C@@H:9]2[C:24]3([C:32]4[C:27](=[CH:28][C:29]([Cl:33])=[CH:30][CH:31]=4)[NH:26][C:25]3=[O:34])[C:16]3([CH2:21][CH2:20][C:19]([CH3:22])([CH3:23])[CH2:18][CH2:17]3)[N:15]3[C@H:10]2[C:11](=[O:47])[O:12][C@@H:13]([C:41]2[CH:42]=[CH:43][CH:44]=[CH:45][CH:46]=2)[C@H:14]3[C:35]2[CH:36]=[CH:37][CH:38]=[CH:39][CH:40]=2)[CH:5]=1)[C:55]([O:56][CH3:48])=[O:58]. The yield is 0.130. (3) No catalyst specified. The yield is 0.140. The reactants are C([N:8]([CH2:24][C@H:25]([OH:46])[CH2:26][O:27][C:28]1[CH:33]=[CH:32][C:31]([O:34]CC2C=CC=CC=2)=[C:30]([S:42]([CH3:45])(=[O:44])=[O:43])[CH:29]=1)[C@H:9]1[CH2:14][CH2:13][C@H:12]([C:15]2[CH:23]=[CH:22][C:18]([C:19]([OH:21])=O)=[CH:17][CH:16]=2)[CH2:11][CH2:10]1)C1C=CC=CC=1.[CH2:47]1[C:55]2[C:50](=[CH:51][CH:52]=[CH:53][CH:54]=2)[CH2:49][NH:48]1. The product is [CH2:47]1[C:55]2[C:50](=[CH:51][CH:52]=[CH:53][CH:54]=2)[CH2:49][N:48]1[C:19]([C:18]1[CH:17]=[CH:16][C:15]([C@H:12]2[CH2:11][CH2:10][C@H:9]([NH:8][CH2:24][C@H:25]([OH:46])[CH2:26][O:27][C:28]3[CH:33]=[CH:32][C:31]([OH:34])=[C:30]([S:42]([CH3:45])(=[O:43])=[O:44])[CH:29]=3)[CH2:14][CH2:13]2)=[CH:23][CH:22]=1)=[O:21]. (4) The reactants are [CH:1]1([C:6]#[CH:7])[CH2:5][CH2:4][CH2:3][CH2:2]1.C([Li])CCC.C1(O[C:20]#[N:21])C=CC=CC=1.[OH-].[Na+]. The catalyst is C1COCC1.CCCCCC. The product is [CH:1]1([C:6]#[C:7][C:20]#[N:21])[CH2:5][CH2:4][CH2:3][CH2:2]1. The yield is 0.950. (5) The reactants are O=[C:2]([CH2:8][CH3:9])[CH2:3][C:4]([O:6][CH3:7])=[O:5].[CH3:10]OC(OC)N(C)C.O.[CH3:19][O:20][C:21]1[CH:26]=[CH:25][C:24]([NH:27][NH2:28])=[CH:23][CH:22]=1. No catalyst specified. The product is [CH2:8]([C:2]1[C:3]([C:4]([O:6][CH3:7])=[O:5])=[CH:10][N:27]([C:24]2[CH:25]=[CH:26][C:21]([O:20][CH3:19])=[CH:22][CH:23]=2)[N:28]=1)[CH3:9]. The yield is 0.840. (6) The catalyst is CO. The product is [ClH:29].[Cl:30][C:24]1[CH:25]=[C:26]([Cl:29])[CH:27]=[CH:28][C:23]=1[CH2:22][O:21][C:18]1[CH:19]=[CH:20][C:15]([O:14][CH2:13][C@H:9]2[CH2:10][CH2:11][CH2:12][NH:8]2)=[CH:16][CH:17]=1. The yield is 0.950. The reactants are C(OC([N:8]1[CH2:12][CH2:11][CH2:10][C@@H:9]1[CH2:13][O:14][C:15]1[CH:20]=[CH:19][C:18]([O:21][CH2:22][C:23]2[CH:28]=[CH:27][C:26]([Cl:29])=[CH:25][C:24]=2[Cl:30])=[CH:17][CH:16]=1)=O)(C)(C)C.Cl.CCOCC.